The task is: Predict the reactants needed to synthesize the given product.. This data is from Retrosynthesis with 50K atom-mapped reactions and 10 reaction types from USPTO. (1) Given the product C[C@@H](Oc1c(N)ncc2c(C3=CCN(C(C)(C)C)CC3)coc12)c1c(Cl)ccc(F)c1Cl, predict the reactants needed to synthesize it. The reactants are: CC(C)(C)N1CC=C([Sn](C)(C)C)CC1.C[C@@H](Oc1c(N)ncc2c(Br)coc12)c1c(Cl)ccc(F)c1Cl. (2) Given the product O=C(O)CCCC1(c2ccccc2)OCCO1, predict the reactants needed to synthesize it. The reactants are: O=C(O)CCCC(=O)c1ccccc1.OCCO. (3) Given the product CC(C)=CCCC(C)CC(C)O, predict the reactants needed to synthesize it. The reactants are: CC(C)=CCCC(C)CC=O.C[Mg+]. (4) Given the product COc1cc(CNC(=O)c2cc(-c3ccc(C)c(Cl)c3)c(OCC(F)(F)F)cn2)on1, predict the reactants needed to synthesize it. The reactants are: COc1cc(CN)on1.Cc1ccc(-c2cc(C(=O)O)ncc2OCC(F)(F)F)cc1Cl. (5) Given the product O=C(Nc1ccc(OCCN2CCOCC2)c2ccccc12)NC1CC1c1ccccc1, predict the reactants needed to synthesize it. The reactants are: Nc1ccc(OCCN2CCOCC2)c2ccccc12.O=C=N[C@@H]1C[C@H]1c1ccccc1. (6) Given the product COC(=O)COC1CCN(C(=O)[C@H](C)N)CC1, predict the reactants needed to synthesize it. The reactants are: COC(=O)COC1CCN(C(=O)[C@H](C)NC(=O)OC(C)(C)C)CC1. (7) Given the product COc1cc(N2CCC(=O)CC2)ccc1Cl, predict the reactants needed to synthesize it. The reactants are: COc1cc(N2CCC3(CC2)OCCO3)ccc1Cl. (8) The reactants are: C=C(c1ccc(CO)cc1)c1cc2c(cc1C)C(C)(C)CCC2(C)C.O=C1CSC(=O)N1. Given the product C=C(c1ccc(CN2C(=O)CSC2=O)cc1)c1cc2c(cc1C)C(C)(C)CCC2(C)C, predict the reactants needed to synthesize it. (9) Given the product CCc1c(NC2CC2)c([N+](=O)[O-])cc(F)c1N1CCN(C)CC1, predict the reactants needed to synthesize it. The reactants are: CCc1c(F)c([N+](=O)[O-])cc(F)c1N1CCN(C)CC1.NC1CC1.